Dataset: CYP2C19 inhibition data for predicting drug metabolism from PubChem BioAssay. Task: Regression/Classification. Given a drug SMILES string, predict its absorption, distribution, metabolism, or excretion properties. Task type varies by dataset: regression for continuous measurements (e.g., permeability, clearance, half-life) or binary classification for categorical outcomes (e.g., BBB penetration, CYP inhibition). Dataset: cyp2c19_veith. (1) The drug is Cc1nc2cnc(N3CCN(C)CC3)nc2n(CCc2ccccc2)c1=O. The result is 1 (inhibitor). (2) The result is 0 (non-inhibitor). The molecule is CN(C)C(=O)c1ccc(-c2cncnc2N2CCNCC2)cc1. (3) The result is 0 (non-inhibitor). The drug is Cc1ccc(S(=O)(=O)N2CCC(CN3C(=O)c4cccc5cccc(c45)C3=O)CC2)cc1. (4) The compound is N#CCCn1c(=O)c(-c2cccs2)nc2cnc(Nc3ccccc3)nc21. The result is 0 (non-inhibitor).